From a dataset of Catalyst prediction with 721,799 reactions and 888 catalyst types from USPTO. Predict which catalyst facilitates the given reaction. (1) Reactant: CCN(C(C)C)C(C)C.[Cl:10][C:11]1[CH:16]=[C:15]([Cl:17])[CH:14]=[CH:13][C:12]=1[S:18](Cl)(=[O:20])=[O:19].[CH2:22]([O:29][C:30](=[O:61])[NH:31][CH:32]([C:35](=[O:60])[NH:36][CH:37]([C:46](=[O:59])[N:47]([CH2:51][CH:52]([O:56][CH2:57][CH3:58])[O:53][CH2:54][CH3:55])[CH:48]([CH3:50])[CH3:49])[CH2:38][C:39]1[CH:44]=[CH:43][C:42]([Cl:45])=[CH:41][CH:40]=1)[CH2:33][NH2:34])[C:23]1[CH:28]=[CH:27][CH:26]=[CH:25][CH:24]=1. Product: [CH2:22]([O:29][C:30](=[O:61])[NH:31][CH:32]([C:35](=[O:60])[NH:36][CH:37]([C:46](=[O:59])[N:47]([CH2:51][CH:52]([O:53][CH2:54][CH3:55])[O:56][CH2:57][CH3:58])[CH:48]([CH3:50])[CH3:49])[CH2:38][C:39]1[CH:40]=[CH:41][C:42]([Cl:45])=[CH:43][CH:44]=1)[CH2:33][NH:34][S:18]([C:12]1[CH:13]=[CH:14][C:15]([Cl:17])=[CH:16][C:11]=1[Cl:10])(=[O:20])=[O:19])[C:23]1[CH:24]=[CH:25][CH:26]=[CH:27][CH:28]=1. The catalyst class is: 2. (2) Reactant: [CH3:1][O:2][C:3]([C:5]1[CH:10]=[CH:9][N:8]=[CH:7][C:6]=1Cl)=[O:4].C(=O)([O-])[O-].[Cs+].[Cs+].[F:18][C:19]([F:30])([C:23]1[CH:28]=[CH:27][C:26]([F:29])=[CH:25][CH:24]=1)[CH2:20][CH2:21][SH:22]. Product: [CH3:1][O:2][C:3]([C:5]1[CH:10]=[CH:9][N:8]=[CH:7][C:6]=1[S:22][CH2:21][CH2:20][C:19]([F:30])([F:18])[C:23]1[CH:28]=[CH:27][C:26]([F:29])=[CH:25][CH:24]=1)=[O:4]. The catalyst class is: 18. (3) Reactant: CN(C(ON1N=NC2C=CC=NC1=2)=[N+](C)C)C.F[P-](F)(F)(F)(F)F.[F:25][C:26]1[CH:27]=[C:28]([NH:37][C:38]([C@H:40]2[C:49]3[C:44](=[CH:45][C:46]([O:50][CH3:51])=[CH:47][CH:48]=3)[CH2:43][CH2:42][NH:41]2)=[O:39])[CH:29]=[C:30]([F:36])[C:31]=1[Si:32]([CH3:35])([CH3:34])[CH3:33].[C:52]([O:56][C:57](=[O:66])[CH2:58][C@H:59]1[CH2:62][C@H:61]([C:63](O)=[O:64])[CH2:60]1)([CH3:55])([CH3:54])[CH3:53].CCN(C(C)C)C(C)C. Product: [F:25][C:26]1[CH:27]=[C:28]([NH:37][C:38]([C@H:40]2[C:49]3[C:44](=[CH:45][C:46]([O:50][CH3:51])=[CH:47][CH:48]=3)[CH2:43][CH2:42][N:41]2[C:63]([C@H:61]2[CH2:60][C@H:59]([CH2:58][C:57]([O:56][C:52]([CH3:55])([CH3:54])[CH3:53])=[O:66])[CH2:62]2)=[O:64])=[O:39])[CH:29]=[C:30]([F:36])[C:31]=1[Si:32]([CH3:33])([CH3:35])[CH3:34]. The catalyst class is: 18. (4) Reactant: [NH2:1][CH2:2][C:3]1[C:8]([CH2:9][CH3:10])=[N:7][C:6]2[N:11]([CH2:14][CH3:15])[N:12]=[CH:13][C:5]=2[C:4]=1[NH:16][CH:17]1[CH2:22][CH2:21][O:20][CH2:19][CH2:18]1.[N:23]1[C:28]([C:29](O)=[O:30])=[CH:27][CH:26]=[CH:25][C:24]=1[C:32]([OH:34])=[O:33].C1C=CC2N(O)N=NC=2C=1.C(Cl)CCl. Product: [CH2:14]([N:11]1[C:6]2=[N:7][C:8]([CH2:9][CH3:10])=[C:3]([CH2:2][NH:1][C:29]([C:28]3[N:23]=[C:24]([C:32]([OH:34])=[O:33])[CH:25]=[CH:26][CH:27]=3)=[O:30])[C:4]([NH:16][CH:17]3[CH2:18][CH2:19][O:20][CH2:21][CH2:22]3)=[C:5]2[CH:13]=[N:12]1)[CH3:15]. The catalyst class is: 2.